From a dataset of Forward reaction prediction with 1.9M reactions from USPTO patents (1976-2016). Predict the product of the given reaction. (1) Given the reactants [CH2:1]([O:8][C:9]1[N:10]=[N:11][C:12](Cl)=[CH:13][C:14]=1[O:15][CH2:16][C:17]1[CH:22]=[CH:21][CH:20]=[CH:19][CH:18]=1)[C:2]1[CH:7]=[CH:6][CH:5]=[CH:4][CH:3]=1.[Cl-].[Cl:25][C:26]1[CH:27]=[C:28]([CH:31]=[CH:32][CH:33]=1)[CH2:29][Zn+], predict the reaction product. The product is: [CH2:1]([O:8][C:9]1[N:10]=[N:11][C:12]([CH2:29][C:28]2[CH:31]=[CH:32][CH:33]=[C:26]([Cl:25])[CH:27]=2)=[CH:13][C:14]=1[O:15][CH2:16][C:17]1[CH:22]=[CH:21][CH:20]=[CH:19][CH:18]=1)[C:2]1[CH:7]=[CH:6][CH:5]=[CH:4][CH:3]=1. (2) Given the reactants [OH:1][CH:2]1[C:6]2[N:7]=[CH:8][N:9]=[C:10]([N:11]3[CH2:16][CH2:15][N:14](C(OC(C)(C)C)=O)[CH2:13][CH2:12]3)[C:5]=2[CH2:4][CH2:3]1.[ClH:24], predict the reaction product. The product is: [ClH:24].[ClH:24].[N:11]1([C:10]2[C:5]3[CH2:4][CH2:3][CH:2]([OH:1])[C:6]=3[N:7]=[CH:8][N:9]=2)[CH2:12][CH2:13][NH:14][CH2:15][CH2:16]1. (3) Given the reactants [F:1][C:2]1[CH:11]=[C:10]([F:12])[CH:9]=[C:8]2[C:3]=1[C:4](=[O:13])[CH2:5][CH2:6][O:7]2.[CH3:14][Mg]Br.O, predict the reaction product. The product is: [F:1][C:2]1[CH:11]=[C:10]([F:12])[CH:9]=[C:8]2[C:3]=1[C:4]([CH3:14])([OH:13])[CH2:5][CH2:6][O:7]2. (4) Given the reactants [Na+].[CH3:2][C:3]1[O:7][C:6]([C:8]2[CH:13]=[CH:12][CH:11]=[CH:10][CH:9]=2)=[N:5][C:4]=1[CH2:14][O:15][C:16]1[CH:21]=[CH:20][C:19]([S:22]([O-:25])(=O)=[O:23])=[CH:18][CH:17]=1.S(Cl)([Cl:28])=O, predict the reaction product. The product is: [CH3:2][C:3]1[O:7][C:6]([C:8]2[CH:13]=[CH:12][CH:11]=[CH:10][CH:9]=2)=[N:5][C:4]=1[CH2:14][O:15][C:16]1[CH:21]=[CH:20][C:19]([S:22]([Cl:28])(=[O:25])=[O:23])=[CH:18][CH:17]=1. (5) Given the reactants [N+:1]([C:4]1[CH:5]=[C:6]2[C:10](=[CH:11][CH:12]=1)[NH:9][CH:8]=[C:7]2[C:13]1[CH:18]=[CH:17][CH:16]=[CH:15][CH:14]=1)([O-])=O.[Cl-].[NH4+].C(O)C, predict the reaction product. The product is: [C:13]1([C:7]2[C:6]3[C:10](=[CH:11][CH:12]=[C:4]([NH2:1])[CH:5]=3)[NH:9][CH:8]=2)[CH:14]=[CH:15][CH:16]=[CH:17][CH:18]=1. (6) Given the reactants [NH2:1][C:2]1[C:3]([O:13][CH3:14])=[C:4]2[C:8](=[CH:9][CH:10]=1)[C:7](=[O:11])[N:6]([CH3:12])[CH2:5]2.Cl[C:16]1[N:21]=[C:20]([NH:22][CH3:23])[C:19]([C:24]([F:27])([F:26])[F:25])=[CH:18][N:17]=1, predict the reaction product. The product is: [CH3:14][O:13][C:3]1[C:2]([NH:1][C:16]2[N:21]=[C:20]([NH:22][CH3:23])[C:19]([C:24]([F:27])([F:25])[F:26])=[CH:18][N:17]=2)=[CH:10][CH:9]=[C:8]2[C:4]=1[CH2:5][N:6]([CH3:12])[C:7]2=[O:11]. (7) Given the reactants Cl.[F:2][C:3]1[CH:8]=[CH:7][C:6]([CH:9]([C:17]2[CH:22]=[CH:21][C:20]([F:23])=[CH:19][CH:18]=2)[CH:10]2[C:15](=[O:16])[CH2:14][CH2:13][NH:12][CH2:11]2)=[CH:5][CH:4]=1.[CH3:24][O:25][C:26]1[CH:33]=[CH:32][C:31]([N+:34]([O-:36])=[O:35])=[CH:30][C:27]=1[CH2:28]Br.C(=O)([O-])[O-].[K+].[K+].C(OCC)(=O)C, predict the reaction product. The product is: [F:2][C:3]1[CH:8]=[CH:7][C:6]([CH:9]([C:17]2[CH:18]=[CH:19][C:20]([F:23])=[CH:21][CH:22]=2)[CH:10]2[C:15](=[O:16])[CH2:14][CH2:13][N:12]([CH2:28][C:27]3[CH:30]=[C:31]([N+:34]([O-:36])=[O:35])[CH:32]=[CH:33][C:26]=3[O:25][CH3:24])[CH2:11]2)=[CH:5][CH:4]=1. (8) Given the reactants [NH2:1][C:2]1[C:3]([CH3:11])=[CH:4][C:5]([I:10])=[C:6]([CH:9]=1)[CH2:7][OH:8].[C:12](O[C:12]([O:14][C:15]([CH3:18])([CH3:17])[CH3:16])=[O:13])([O:14][C:15]([CH3:18])([CH3:17])[CH3:16])=[O:13], predict the reaction product. The product is: [OH:8][CH2:7][C:6]1[C:5]([I:10])=[CH:4][C:3]([CH3:11])=[C:2]([NH:1][C:12](=[O:13])[O:14][C:15]([CH3:18])([CH3:17])[CH3:16])[CH:9]=1.